This data is from NCI-60 drug combinations with 297,098 pairs across 59 cell lines. The task is: Regression. Given two drug SMILES strings and cell line genomic features, predict the synergy score measuring deviation from expected non-interaction effect. (1) Drug 1: CC1OCC2C(O1)C(C(C(O2)OC3C4COC(=O)C4C(C5=CC6=C(C=C35)OCO6)C7=CC(=C(C(=C7)OC)O)OC)O)O. Cell line: NCI-H322M. Synergy scores: CSS=1.61, Synergy_ZIP=1.17, Synergy_Bliss=3.95, Synergy_Loewe=-4.20, Synergy_HSA=-1.89. Drug 2: C(CCl)NC(=O)N(CCCl)N=O. (2) Drug 1: C1CC(=O)NC(=O)C1N2CC3=C(C2=O)C=CC=C3N. Drug 2: CCC1=CC2CC(C3=C(CN(C2)C1)C4=CC=CC=C4N3)(C5=C(C=C6C(=C5)C78CCN9C7C(C=CC9)(C(C(C8N6C)(C(=O)OC)O)OC(=O)C)CC)OC)C(=O)OC.C(C(C(=O)O)O)(C(=O)O)O. Cell line: HOP-92. Synergy scores: CSS=32.4, Synergy_ZIP=-5.94, Synergy_Bliss=-4.60, Synergy_Loewe=-15.0, Synergy_HSA=-1.77. (3) Drug 1: CC1=CC=C(C=C1)C2=CC(=NN2C3=CC=C(C=C3)S(=O)(=O)N)C(F)(F)F. Drug 2: B(C(CC(C)C)NC(=O)C(CC1=CC=CC=C1)NC(=O)C2=NC=CN=C2)(O)O. Cell line: OVCAR3. Synergy scores: CSS=44.9, Synergy_ZIP=2.49, Synergy_Bliss=2.20, Synergy_Loewe=-35.0, Synergy_HSA=-1.35. (4) Drug 1: CC1CCC2CC(C(=CC=CC=CC(CC(C(=O)C(C(C(=CC(C(=O)CC(OC(=O)C3CCCCN3C(=O)C(=O)C1(O2)O)C(C)CC4CCC(C(C4)OC)O)C)C)O)OC)C)C)C)OC. Drug 2: CC12CCC3C(C1CCC2O)C(CC4=C3C=CC(=C4)O)CCCCCCCCCS(=O)CCCC(C(F)(F)F)(F)F. Cell line: M14. Synergy scores: CSS=-3.13, Synergy_ZIP=2.07, Synergy_Bliss=1.95, Synergy_Loewe=-2.83, Synergy_HSA=-2.66.